Dataset: Full USPTO retrosynthesis dataset with 1.9M reactions from patents (1976-2016). Task: Predict the reactants needed to synthesize the given product. (1) Given the product [NH2:23][CH:10]([C:9]1[CH:8]=[C:7]([F:6])[C:14]([F:15])=[C:13]([F:16])[CH:12]=1)[C:21]#[N:22], predict the reactants needed to synthesize it. The reactants are: C1COCC1.[F:6][C:7]1[CH:8]=[C:9]([CH:12]=[C:13]([F:16])[C:14]=1[F:15])[CH:10]=O.C[Si]([C:21]#[N:22])(C)C.[NH3:23]. (2) Given the product [Cl:16][C:11]1[CH:10]=[C:9]([NH:8][C:6]2[C:5]([CH3:17])=[CH:4][N:3]=[C:2]([NH:30][C:29]3[CH:28]=[CH:27][C:26]([CH2:25][N:22]4[CH2:21][CH2:20][N:19]([CH3:18])[CH2:24][CH2:23]4)=[CH:32][CH:31]=3)[N:7]=2)[CH:14]=[CH:13][C:12]=1[F:15], predict the reactants needed to synthesize it. The reactants are: Cl[C:2]1[N:7]=[C:6]([NH:8][C:9]2[CH:14]=[CH:13][C:12]([F:15])=[C:11]([Cl:16])[CH:10]=2)[C:5]([CH3:17])=[CH:4][N:3]=1.[CH3:18][N:19]1[CH2:24][CH2:23][N:22]([CH2:25][C:26]2[CH:32]=[CH:31][C:29]([NH2:30])=[CH:28][CH:27]=2)[CH2:21][CH2:20]1. (3) Given the product [F:1][C:2]1[CH:3]=[CH:4][C:5]([C:8]2[S:9][C:10]([CH:13]([OH:14])[CH3:15])=[CH:11][N:12]=2)=[CH:6][CH:7]=1, predict the reactants needed to synthesize it. The reactants are: [F:1][C:2]1[CH:7]=[CH:6][C:5]([C:8]2[S:9][C:10]([CH:13]=[O:14])=[CH:11][N:12]=2)=[CH:4][CH:3]=1.[CH3:15][Mg]Br.CCOCC.